Predict the product of the given reaction. From a dataset of Forward reaction prediction with 1.9M reactions from USPTO patents (1976-2016). (1) Given the reactants [ClH:1].[OH:2][C@@H:3]1[CH2:8][CH2:7][C@H:6]([N:9]2[CH2:13][CH2:12][C:11]3([CH2:18][CH2:17][CH2:16][N:15](C(OC(C)(C)C)=O)[CH2:14]3)[C:10]2=[O:26])[CH2:5][CH2:4]1, predict the reaction product. The product is: [ClH:1].[OH:2][C@@H:3]1[CH2:8][CH2:7][C@H:6]([N:9]2[CH2:13][CH2:12][C:11]3([CH2:18][CH2:17][CH2:16][NH:15][CH2:14]3)[C:10]2=[O:26])[CH2:5][CH2:4]1. (2) Given the reactants [C:1]([CH2:3][C@:4]1([C:30]([O:32]C)=O)[CH2:8][CH2:7][C@@H:6]([C:9]2[CH:14]=[CH:13][C:12]([O:15]CC3C=CC=CC=3)=[CH:11][CH:10]=2)[N:5]1[C:23]([O:25][C:26]([CH3:29])([CH3:28])[CH3:27])=[O:24])#[N:2], predict the reaction product. The product is: [OH:15][C:12]1[CH:13]=[CH:14][C:9]([C@@H:6]2[CH2:7][CH2:8][C@@:4]3([CH2:3][CH2:1][NH:2][C:30]3=[O:32])[N:5]2[C:23]([O:25][C:26]([CH3:27])([CH3:28])[CH3:29])=[O:24])=[CH:10][CH:11]=1. (3) The product is: [CH:42]([C:25]1[C:26]([C:36]2[CH:41]=[CH:40][CH:39]=[CH:38][CH:37]=2)=[C:27]([CH:33]([CH3:35])[CH3:34])[CH:28]=[C:29]([CH:30]([CH3:31])[CH3:32])[C:24]=1[C:16]1[C:17]([OH:22])=[CH:18][CH:19]=[CH:20][CH:21]=1)([CH3:43])[CH3:44]. Given the reactants CC1C(C2C=CC=CC=2)=C(C)C=C(C)C=1[C:16]1[C:17]([OH:22])=[CH:18][CH:19]=[CH:20][CH:21]=1.Br[C:24]1[C:25]([CH:42]([CH3:44])[CH3:43])=[C:26]([C:36]2[CH:41]=[CH:40][CH:39]=[CH:38][CH:37]=2)[C:27]([CH:33]([CH3:35])[CH3:34])=[CH:28][C:29]=1[CH:30]([CH3:32])[CH3:31], predict the reaction product. (4) Given the reactants C([N:4]1[C:45]2[C:40](=[CH:41][CH:42]=[C:43]([Cl:46])[CH:44]=2)[C@@:6]2([C@@H:10]([C:11]3[CH:16]=[CH:15][CH:14]=[C:13]([Cl:17])[C:12]=3[F:18])[C@H:9]([C:19]([NH:21][CH:22]3[CH2:27][CH2:26][CH:25]([O:28]C(=O)C)[CH2:24][CH2:23]3)=[O:20])[N:8]([C:32](=[O:34])[CH3:33])[C@H:7]2[CH2:35][C:36]([CH3:39])([CH3:38])[CH3:37])[C:5]1=[O:47])(=O)C.C(=O)([O-])[O-].[K+].[K+], predict the reaction product. The product is: [OH:28][C@H:25]1[CH2:24][CH2:23][C@H:22]([NH:21][C:19]([C@@H:9]2[N:8]([C:32](=[O:34])[CH3:33])[C@@H:7]([CH2:35][C:36]([CH3:39])([CH3:38])[CH3:37])[C@:6]3([C:40]4[C:45](=[CH:44][C:43]([Cl:46])=[CH:42][CH:41]=4)[NH:4][C:5]3=[O:47])[C@H:10]2[C:11]2[CH:16]=[CH:15][CH:14]=[C:13]([Cl:17])[C:12]=2[F:18])=[O:20])[CH2:27][CH2:26]1. (5) Given the reactants [N+:1]([C:4]1[CH:5]=[C:6]([CH:18]=[CH:19][CH:20]=1)[CH2:7][P:8](=[O:17])([O:13][CH:14]([CH3:16])[CH3:15])[O:9][CH:10]([CH3:12])[CH3:11])([O-])=O.Cl[C:22]1[N:27]=[C:26]([NH:28][CH2:29][C:30]2[C:31]([N:36]([CH3:41])[S:37]([CH3:40])(=[O:39])=[O:38])=[N:32][CH:33]=[CH:34][CH:35]=2)[C:25]([C:42]([F:45])([F:44])[F:43])=[CH:24][N:23]=1.[C:46]([OH:52])([C:48]([F:51])([F:50])[F:49])=[O:47], predict the reaction product. The product is: [F:49][C:48]([F:51])([F:50])[C:46]([OH:52])=[O:47].[CH3:41][N:36]([S:37]([CH3:40])(=[O:39])=[O:38])[C:31]1[C:30]([CH2:29][NH:28][C:26]2[C:25]([C:42]([F:45])([F:43])[F:44])=[CH:24][N:23]=[C:22]([NH:1][C:4]3[CH:5]=[C:6]([CH:18]=[CH:19][CH:20]=3)[CH2:7][P:8](=[O:17])([O:13][CH:14]([CH3:16])[CH3:15])[O:9][CH:10]([CH3:12])[CH3:11])[N:27]=2)=[CH:35][CH:34]=[CH:33][N:32]=1. (6) Given the reactants [OH:1][CH:2]([CH3:6])[C:3]([NH2:5])=[O:4].[C:7](Cl)(=[O:14])[C:8]1[CH:13]=[CH:12][CH:11]=[CH:10][CH:9]=1.C(=O)([O-])O.[Na+], predict the reaction product. The product is: [C:7]([O:1][CH:2]([CH3:6])[C:3]([NH2:5])=[O:4])(=[O:14])[C:8]1[CH:13]=[CH:12][CH:11]=[CH:10][CH:9]=1.